This data is from Full USPTO retrosynthesis dataset with 1.9M reactions from patents (1976-2016). The task is: Predict the reactants needed to synthesize the given product. Given the product [Cl:13][C:14]1[N:15]=[C:16]([NH:7][CH2:6][C:5]2[CH:8]=[C:9]([O:11][CH3:12])[CH:10]=[C:3]([O:2][CH3:1])[CH:4]=2)[CH:17]=[N:18][CH:19]=1, predict the reactants needed to synthesize it. The reactants are: [CH3:1][O:2][C:3]1[CH:4]=[C:5]([CH:8]=[C:9]([O:11][CH3:12])[CH:10]=1)[CH2:6][NH2:7].[Cl:13][C:14]1[CH:19]=[N:18][CH:17]=[C:16](Cl)[N:15]=1.